From a dataset of Reaction yield outcomes from USPTO patents with 853,638 reactions. Predict the reaction yield, written as a fraction of the theoretical maximum amount of product (1.0 means a 100% yield; for example, 0.34 means a 34% yield). (1) The product is [Cl:1][C:2]1[CH:3]=[C:4]2[C:10]([C:11]3[N:16]=[C:15]([NH:17][C@H:18]4[CH2:22][CH2:21][N:20]([C:33]([CH:30]5[CH2:31][CH2:32][O:28][CH2:29]5)=[O:34])[CH2:19]4)[C:14]([F:27])=[CH:13][N:12]=3)=[CH:9][NH:8][C:5]2=[N:6][CH:7]=1. The reactants are [Cl:1][C:2]1[CH:3]=[C:4]2[C:10]([C:11]3[N:16]=[C:15]([NH:17][C@H:18]4[CH2:22][CH2:21][N:20](S(C)(=O)=O)[CH2:19]4)[C:14]([F:27])=[CH:13][N:12]=3)=[CH:9][NH:8][C:5]2=[N:6][CH:7]=1.[O:28]1[CH2:32][CH2:31][CH:30]([C:33](O)=[O:34])[CH2:29]1. No catalyst specified. The yield is 0.520. (2) The reactants are [NH:1]1[C:10]2[C:5](=[CH:6][CH:7]=[C:8]([OH:11])[CH:9]=2)[CH2:4][CH2:3][CH2:2]1.Br[CH2:13][C:14]1[CH:19]=[CH:18][CH:17]=[CH:16][CH:15]=1.C(=O)([O-])[O-].[K+].[K+].O. The catalyst is CN(C)C=O. The product is [CH2:13]([N:1]1[C:10]2[C:5](=[CH:6][CH:7]=[C:8]([OH:11])[CH:9]=2)[CH2:4][CH2:3][CH2:2]1)[C:14]1[CH:19]=[CH:18][CH:17]=[CH:16][CH:15]=1. The yield is 0.930. (3) The reactants are C([O:8][C:9]1[CH:14]=[CH:13][C:12]([N:15]2[C:23]3[C:22]4[CH:24]=[C:25]([NH:28][C:29](=[O:37])[C:30]5[CH:35]=[CH:34][CH:33]=[CH:32][C:31]=5[Cl:36])[CH:26]=[CH:27][C:21]=4[CH2:20][CH2:19][C:18]=3[C:17]([C:38]([NH2:40])=[O:39])=[N:16]2)=[CH:11][CH:10]=1)C1C=CC=CC=1. The catalyst is C(O)(C(F)(F)F)=O. The product is [Cl:36][C:31]1[CH:32]=[CH:33][CH:34]=[CH:35][C:30]=1[C:29]([NH:28][C:25]1[CH:26]=[CH:27][C:21]2[CH2:20][CH2:19][C:18]3[C:17]([C:38]([NH2:40])=[O:39])=[N:16][N:15]([C:12]4[CH:11]=[CH:10][C:9]([OH:8])=[CH:14][CH:13]=4)[C:23]=3[C:22]=2[CH:24]=1)=[O:37]. The yield is 0.830. (4) The reactants are [F:1][C:2]1[CH:3]=[CH:4][C:5]([N+:21]([O-])=O)=[C:6]([CH:20]=1)[O:7][CH2:8][CH2:9][C:10]1[C:19]2[C:14](=[CH:15][CH:16]=[CH:17][CH:18]=2)[CH:13]=[CH:12][CH:11]=1. The catalyst is C1COCC1.[Ni]. The product is [F:1][C:2]1[CH:3]=[CH:4][C:5]([NH2:21])=[C:6]([O:7][CH2:8][CH2:9][C:10]2[C:19]3[C:14](=[CH:15][CH:16]=[CH:17][CH:18]=3)[CH:13]=[CH:12][CH:11]=2)[CH:20]=1. The yield is 0.940. (5) The product is [F:17][C:15]1[CH:14]=[C:13]2[C:12](=[C:11]([CH:10]=[O:21])[CH:16]=1)[NH:18][CH:2]=[CH:1]2. The yield is 0.560. The catalyst is O1CCCC1. The reactants are [CH:1]([Mg]Br)=[CH2:2].C(O[CH:10]([O:21]CCCC)[C:11]1[CH:16]=[C:15]([F:17])[CH:14]=[CH:13][C:12]=1[N+:18]([O-])=O)CCC.[Cl-].[NH4+]. (6) The reactants are [C:1]([O:5][C:6](=[O:25])[NH:7][C@H:8]([CH:22]([CH3:24])[CH3:23])[C:9]([N:11]([CH2:15][C:16]1[CH:21]=[CH:20][CH:19]=[CH:18][CH:17]=1)[CH2:12][CH2:13]O)=[O:10])([CH3:4])([CH3:3])[CH3:2].CCN(CC)CC.CS([Cl:37])(=O)=O. The catalyst is C(Cl)Cl. The product is [C:1]([O:5][C:6](=[O:25])[NH:7][C@H:8]([CH:22]([CH3:24])[CH3:23])[C:9]([N:11]([CH2:15][C:16]1[CH:21]=[CH:20][CH:19]=[CH:18][CH:17]=1)[CH2:12][CH2:13][Cl:37])=[O:10])([CH3:4])([CH3:3])[CH3:2]. The yield is 1.00. (7) The reactants are Cl[C:2]1[N:7]=[C:6]([NH:8][C:9]2[CH:14]=[CH:13][CH:12]=[CH:11][C:10]=2[S:15]([CH:18]([CH3:20])[CH3:19])(=[O:17])=[O:16])[CH:5]=[CH:4][N:3]=1.[CH3:21][P:22]([C:25]1[CH:31]=[CH:30][C:28]([NH2:29])=[C:27]([O:32][CH3:33])[CH:26]=1)([CH3:24])=[O:23].Cl. The catalyst is COCCO. The product is [CH3:24][P:22]([C:25]1[CH:31]=[CH:30][C:28]([NH:29][C:2]2[N:7]=[C:6]([NH:8][C:9]3[CH:14]=[CH:13][CH:12]=[CH:11][C:10]=3[S:15]([CH:18]([CH3:20])[CH3:19])(=[O:17])=[O:16])[CH:5]=[CH:4][N:3]=2)=[C:27]([O:32][CH3:33])[CH:26]=1)([CH3:21])=[O:23]. The yield is 0.720.